Dataset: Full USPTO retrosynthesis dataset with 1.9M reactions from patents (1976-2016). Task: Predict the reactants needed to synthesize the given product. (1) Given the product [O:19]([C:20]1[CH:21]=[CH:22][C:23]([C:6](=[O:12])[C:7]([O:9][CH2:10][CH3:11])=[O:8])=[CH:24][CH:25]=1)[C:13]1[CH:18]=[CH:17][CH:16]=[CH:15][CH:14]=1, predict the reactants needed to synthesize it. The reactants are: [Cl-].[Al+3].[Cl-].[Cl-].Cl[C:6](=[O:12])[C:7]([O:9][CH2:10][CH3:11])=[O:8].[C:13]1([O:19][C:20]2[CH:25]=[CH:24][CH:23]=[CH:22][CH:21]=2)[CH:18]=[CH:17][CH:16]=[CH:15][CH:14]=1. (2) Given the product [Si:19]([O:18][CH2:17][CH2:16][N:3]1[CH2:4][CH2:5][C@H:6]([NH:7][C:8](=[O:14])[O:9][C:10]([CH3:11])([CH3:13])[CH3:12])[C:2]1=[O:1])([C:22]([CH3:25])([CH3:24])[CH3:23])([CH3:21])[CH3:20], predict the reactants needed to synthesize it. The reactants are: [O:1]=[C:2]1[C@@H:6]([NH:7][C:8](=[O:14])[O:9][C:10]([CH3:13])([CH3:12])[CH3:11])[CH2:5][CH2:4][NH:3]1.Br[CH2:16][CH2:17][O:18][Si:19]([C:22]([CH3:25])([CH3:24])[CH3:23])([CH3:21])[CH3:20]. (3) Given the product [CH:13]1([CH2:12][C:11]2[CH:15]=[CH:16][C:8]([O:17][CH3:18])=[CH:9][CH:10]=2)[CH2:4][CH2:14]1, predict the reactants needed to synthesize it. The reactants are: C(Br)Br.[C:4](Cl)(=O)C.[C:8]1([O:17][CH3:18])[CH:16]=[CH:15][C:11]([CH2:12][CH:13]=[CH2:14])=[CH:10][CH:9]=1.CC(OC)(C)C. (4) Given the product [Cl:23][C:24]1[CH:25]=[CH:26][C:27]([C@@H:30]2[N:34]([C:35]3[CH:40]=[CH:39][C:38]([Cl:41])=[CH:37][C:36]=3[Cl:42])[N:33]=[C:32]([C:43]([OH:45])=[O:44])[C@@H:31]2[CH3:46])=[CH:28][CH:29]=1, predict the reactants needed to synthesize it. The reactants are: C=C[C@@H]1[C@@H]2C[C@H]([C@@H](O)C3C4C(=CC=CC=4)N=CC=3)N(CC2)C1.[Cl:23][C:24]1[CH:29]=[CH:28][C:27]([C@H:30]2[N:34]([C:35]3[CH:40]=[CH:39][C:38]([Cl:41])=[CH:37][C:36]=3[Cl:42])[N:33]=[C:32]([C:43]([OH:45])=[O:44])[C@H:31]2[CH3:46])=[CH:26][CH:25]=1. (5) The reactants are: FC(F)(F)C(O)=O.FC(F)(F)C(O)=O.[F:15][C:16]([F:38])([F:37])[C:17]1[CH:18]=[C:19]([N:23]2[CH2:28][CH2:27][CH:26]([C:29]([N:31]3[CH2:35][CH2:34][C@H:33]([NH2:36])[CH2:32]3)=[O:30])[CH2:25][CH2:24]2)[CH:20]=[CH:21][CH:22]=1.[OH:39][C:40]1([C:47]2[CH:52]=[CH:51][CH:50]=[CH:49][N:48]=2)[CH2:45][CH2:44][C:43](=O)[CH2:42][CH2:41]1.C(N(CC)CC)C.[Na]. Given the product [N:48]1[CH:49]=[CH:50][CH:51]=[CH:52][C:47]=1[C:40]1([OH:39])[CH2:45][CH2:44][CH:43]([NH:36][C@H:33]2[CH2:34][CH2:35][N:31]([C:29]([CH:26]3[CH2:27][CH2:28][N:23]([C:19]4[CH:20]=[CH:21][CH:22]=[C:17]([C:16]([F:15])([F:37])[F:38])[CH:18]=4)[CH2:24][CH2:25]3)=[O:30])[CH2:32]2)[CH2:42][CH2:41]1, predict the reactants needed to synthesize it.